This data is from Forward reaction prediction with 1.9M reactions from USPTO patents (1976-2016). The task is: Predict the product of the given reaction. (1) The product is: [C:1]([C:5]1[CH:6]=[CH:7][C:8]([C:9]([N:11]2[C@@H:15]([C:16]3[CH:21]=[CH:20][C:19]([N:22]([CH3:24])[CH3:23])=[CH:18][CH:17]=3)[C@@H:14]([C:25]3[CH:30]=[N:29][CH:28]=[CH:27][N:26]=3)[CH2:13][C@@:12]2([CH2:38][CH:39]([CH3:40])[CH3:41])[C:31]([OH:33])=[O:32])=[O:10])=[CH:42][CH:43]=1)([CH3:3])([CH3:2])[CH3:4]. Given the reactants [C:1]([C:5]1[CH:43]=[CH:42][C:8]([C:9]([N:11]2[C@@H:15]([C:16]3[CH:21]=[CH:20][C:19]([N:22]([CH3:24])[CH3:23])=[CH:18][CH:17]=3)[C@@H:14]([C:25]3[CH:30]=[N:29][CH:28]=[CH:27][N:26]=3)[CH2:13][C@@:12]2([CH2:38][CH:39]([CH3:41])[CH3:40])[C:31]([O:33]C(C)(C)C)=[O:32])=[O:10])=[CH:7][CH:6]=1)([CH3:4])([CH3:3])[CH3:2].C(O)(C(F)(F)F)=O, predict the reaction product. (2) Given the reactants Cl[C:2]1[CH:7]=[C:6]([CH2:8][N:9]2[C:13]([CH3:15])([CH3:14])[C:12](=[O:16])[N:11]([C:17]3[CH:25]=[C:24]4[C:20]([C:21]([CH3:34])([CH3:33])[CH2:22][N:23]4[C:26](=[O:32])[CH2:27][NH:28][CH:29]([CH3:31])[CH3:30])=[CH:19][CH:18]=3)[C:10]2=[O:35])[CH:5]=[CH:4][N:3]=1.[NH2:36][C:37]1[CH:38]=[N:39][CH:40]=[CH:41][CH:42]=1.CC1(C)C2C=CC(P(C3C=CC=CC=3)C3C=CC=CC=3)=CC=2OC2C1=CC=C(P(C1C=CC=CC=1)C1C=CC=CC=1)C=2.C(=O)([O-])[O-].[Cs+].[Cs+], predict the reaction product. The product is: [CH:29]([NH:28][CH2:27][C:26]([N:23]1[C:24]2[C:20](=[CH:19][CH:18]=[C:17]([N:11]3[C:12](=[O:16])[C:13]([CH3:15])([CH3:14])[N:9]([CH2:8][C:6]4[CH:5]=[CH:4][N:3]=[C:2]([NH:36][C:37]5[CH:38]=[N:39][CH:40]=[CH:41][CH:42]=5)[CH:7]=4)[C:10]3=[O:35])[CH:25]=2)[C:21]([CH3:34])([CH3:33])[CH2:22]1)=[O:32])([CH3:31])[CH3:30]. (3) Given the reactants [NH2:1][C:2]1[CH:40]=[CH:39][C:5]([O:6][C:7]2[CH:12]=[CH:11][N:10]=[C:9]3[N:13](CC4C=CC(OC)=CC=4)[N:14]=[C:15]([NH:16][CH:17]4[CH2:22][CH2:21][N:20](C(OC(C)(C)C)=O)[CH2:19][CH2:18]4)[C:8]=23)=[C:4]([F:41])[CH:3]=1.[F:42][C:43]1[CH:48]=[CH:47][C:46]([N:49]2[C:54](=[O:55])[C:53]([C:56]([OH:58])=O)=[CH:52][CH:51]=[N:50]2)=[CH:45][CH:44]=1, predict the reaction product. The product is: [F:41][C:4]1[CH:3]=[C:2]([NH:1][C:56]([C:53]2[C:54](=[O:55])[N:49]([C:46]3[CH:45]=[CH:44][C:43]([F:42])=[CH:48][CH:47]=3)[N:50]=[CH:51][CH:52]=2)=[O:58])[CH:40]=[CH:39][C:5]=1[O:6][C:7]1[CH:12]=[CH:11][N:10]=[C:9]2[NH:13][N:14]=[C:15]([NH:16][CH:17]3[CH2:18][CH2:19][NH:20][CH2:21][CH2:22]3)[C:8]=12.